From a dataset of Peptide-MHC class I binding affinity with 185,985 pairs from IEDB/IMGT. Regression. Given a peptide amino acid sequence and an MHC pseudo amino acid sequence, predict their binding affinity value. This is MHC class I binding data. (1) The peptide sequence is GEHWLGRIW. The MHC is HLA-B07:02 with pseudo-sequence HLA-B07:02. The binding affinity (normalized) is 0.0847. (2) The peptide sequence is STTSAGPCR. The MHC is HLA-A68:02 with pseudo-sequence HLA-A68:02. The binding affinity (normalized) is 0.125. (3) The peptide sequence is LMKTANNYET. The MHC is HLA-A02:06 with pseudo-sequence HLA-A02:06. The binding affinity (normalized) is 0.125. (4) The peptide sequence is IGDAQANTL. The MHC is H-2-Kb with pseudo-sequence H-2-Kb. The binding affinity (normalized) is 0.0106. (5) The peptide sequence is AQCFKMFYK. The MHC is HLA-A33:01 with pseudo-sequence HLA-A33:01. The binding affinity (normalized) is 0.374. (6) The peptide sequence is KAFNHASVK. The MHC is HLA-A31:01 with pseudo-sequence HLA-A31:01. The binding affinity (normalized) is 0.687. (7) The peptide sequence is RVPTVFHKK. The MHC is HLA-A02:11 with pseudo-sequence HLA-A02:11. The binding affinity (normalized) is 0.0847.